Dataset: Forward reaction prediction with 1.9M reactions from USPTO patents (1976-2016). Task: Predict the product of the given reaction. (1) Given the reactants [CH3:1][O:2][C:3]1[CH:4]=[C:5]([C:13]2[O:17][N:16]=[C:15]([C:18]3[CH:26]=[CH:25][C:24]4[NH:23][C:22]5[CH:27]([CH2:30][C:31]([O:33]CC)=[O:32])[CH2:28][CH2:29][C:21]=5[C:20]=4[CH:19]=3)[N:14]=2)[CH:6]=[C:7]([C:9]([F:12])([F:11])[F:10])[CH:8]=1.[Li+].[OH-].Cl, predict the reaction product. The product is: [CH3:1][O:2][C:3]1[CH:4]=[C:5]([C:13]2[O:17][N:16]=[C:15]([C:18]3[CH:26]=[CH:25][C:24]4[NH:23][C:22]5[CH:27]([CH2:30][C:31]([OH:33])=[O:32])[CH2:28][CH2:29][C:21]=5[C:20]=4[CH:19]=3)[N:14]=2)[CH:6]=[C:7]([C:9]([F:12])([F:10])[F:11])[CH:8]=1. (2) Given the reactants [NH:1]1[C:9]2[CH:8]=[CH:7][CH:6]=[C:5]3[CH2:10][NH:11][CH2:12][CH2:13][C:3]([C:4]=23)=[CH:2]1.N1C2C=CC=C3CNCCC(C=23)C1.[C:27](O[C:27]([O:29][C:30]([CH3:33])([CH3:32])[CH3:31])=[O:28])([O:29][C:30]([CH3:33])([CH3:32])[CH3:31])=[O:28], predict the reaction product. The product is: [NH:1]1[C:9]2[CH:8]=[CH:7][CH:6]=[C:5]3[CH2:10][N:11]([C:27]([O:29][C:30]([CH3:33])([CH3:32])[CH3:31])=[O:28])[CH2:12][CH2:13][C:3]([C:4]=23)=[CH:2]1.